Dataset: Forward reaction prediction with 1.9M reactions from USPTO patents (1976-2016). Task: Predict the product of the given reaction. Given the reactants [OH:1][CH2:2][C:3]1[CH:4]=[C:5]([C:15](=[O:17])[CH3:16])[CH:6]=[N:7][C:8]=1[O:9][CH2:10][C:11]([F:14])([F:13])[F:12].[C:18](OC(=O)C)(=[O:20])[CH3:19].C(N(CC)CC)C.O, predict the reaction product. The product is: [C:18]([O:1][CH2:2][C:3]1[C:8]([O:9][CH2:10][C:11]([F:12])([F:13])[F:14])=[N:7][CH:6]=[C:5]([C:15](=[O:17])[CH3:16])[CH:4]=1)(=[O:20])[CH3:19].